From a dataset of Reaction yield outcomes from USPTO patents with 853,638 reactions. Predict the reaction yield, written as a fraction of the theoretical maximum amount of product (1.0 means a 100% yield; for example, 0.34 means a 34% yield). (1) The reactants are [CH2:1]([O:3][C:4]1[CH:9]=[C:8]([O:10][CH2:11][C:12]2[CH:17]=[CH:16][C:15]([O:18][CH2:19][C:20]3[N:21]=[C:22]([C:26]4[CH:31]=[CH:30][CH:29]=[CH:28][CH:27]=4)[O:23][C:24]=3[CH3:25])=[CH:14][CH:13]=2)[CH:7]=[CH:6][C:5]=1[CH2:32][CH2:33][C:34]([O:36]CC)=[O:35])[CH3:2].O1CCCC1.[OH-].[Na+].Cl. The catalyst is O.C(O)C. The product is [CH2:1]([O:3][C:4]1[CH:9]=[C:8]([O:10][CH2:11][C:12]2[CH:13]=[CH:14][C:15]([O:18][CH2:19][C:20]3[N:21]=[C:22]([C:26]4[CH:27]=[CH:28][CH:29]=[CH:30][CH:31]=4)[O:23][C:24]=3[CH3:25])=[CH:16][CH:17]=2)[CH:7]=[CH:6][C:5]=1[CH2:32][CH2:33][C:34]([OH:36])=[O:35])[CH3:2]. The yield is 0.970. (2) The reactants are C[O:2][C:3](=[O:23])[CH:4]([C:11]1[CH:16]=[CH:15][C:14]([S:17]([CH3:20])(=[O:19])=[O:18])=[C:13]([C:21]#[N:22])[CH:12]=1)[CH2:5][CH:6]1[CH2:10][CH2:9][CH2:8][CH2:7]1.[OH-].[Li+]. The catalyst is O1CCCC1. The product is [C:21]([C:13]1[CH:12]=[C:11]([CH:4]([CH2:5][CH:6]2[CH2:7][CH2:8][CH2:9][CH2:10]2)[C:3]([OH:23])=[O:2])[CH:16]=[CH:15][C:14]=1[S:17]([CH3:20])(=[O:18])=[O:19])#[N:22]. The yield is 0.820.